From a dataset of Reaction yield outcomes from USPTO patents with 853,638 reactions. Predict the reaction yield, written as a fraction of the theoretical maximum amount of product (1.0 means a 100% yield; for example, 0.34 means a 34% yield). (1) The reactants are [CH2:1]([O:8][C:9]1[CH:18]=[C:17]2[C:12]([C:13](Cl)=[CH:14][CH:15]=[N:16]2)=[CH:11][C:10]=1[O:20][CH3:21])[C:2]1[CH:7]=[CH:6][CH:5]=[CH:4][CH:3]=1.[F:22][C:23]1[CH:28]=[C:27]([N+:29]([O-:31])=[O:30])[CH:26]=[CH:25][C:24]=1[OH:32].ClC1C=CC=CC=1. The catalyst is C(=O)([O-])[O-].[Na+].[Na+]. The product is [CH2:1]([O:8][C:9]1[CH:18]=[C:17]2[C:12]([C:13]([O:32][C:24]3[CH:25]=[CH:26][C:27]([N+:29]([O-:31])=[O:30])=[CH:28][C:23]=3[F:22])=[CH:14][CH:15]=[N:16]2)=[CH:11][C:10]=1[O:20][CH3:21])[C:2]1[CH:7]=[CH:6][CH:5]=[CH:4][CH:3]=1. The yield is 0.390. (2) The reactants are [CH3:1][O:2][C:3]1[C:8]2[N:9]=[C:10]([NH2:12])[S:11][C:7]=2[C:6]([CH:13]2[CH2:18][CH2:17][O:16][CH2:15][CH2:14]2)=[CH:5][CH:4]=1.C(N(C(C)C)C(C)C)C.[Cl:28][CH2:29][C:30]1[CH:38]=[CH:37][C:33]([C:34](Cl)=[O:35])=[CH:32][CH:31]=1. The catalyst is C1COCC1.ClCCl. The product is [Cl:28][CH2:29][C:30]1[CH:38]=[CH:37][C:33]([C:34]([NH:12][C:10]2[S:11][C:7]3[C:6]([CH:13]4[CH2:18][CH2:17][O:16][CH2:15][CH2:14]4)=[CH:5][CH:4]=[C:3]([O:2][CH3:1])[C:8]=3[N:9]=2)=[O:35])=[CH:32][CH:31]=1. The yield is 0.710. (3) The reactants are Br[C:2]1[CH:9]=[C:6]([CH:7]=[O:8])[C:5]([OH:10])=[CH:4][CH:3]=1.[C:11]([Cu])#[N:12]. The catalyst is CN(C=O)C.CCOC(C)=O. The product is [CH:7]([C:6]1[CH:9]=[C:2]([CH:3]=[CH:4][C:5]=1[OH:10])[C:11]#[N:12])=[O:8]. The yield is 0.210. (4) The catalyst is ClCCl. The reactants are [Cl-].[Al+3].[Cl-].[Cl-].[Br:5][C:6]1[CH:10]=[C:9]([CH3:11])[S:8][C:7]=1[CH3:12].Cl[C:14](=[O:20])[C:15]([O:17][CH2:18][CH3:19])=[O:16].O. The product is [Br:5][C:6]1[C:10]([C:14](=[O:20])[C:15]([O:17][CH2:18][CH3:19])=[O:16])=[C:9]([CH3:11])[S:8][C:7]=1[CH3:12]. The yield is 0.390. (5) The reactants are Br[C:2]1[CH:3]=[C:4]([C:8]2[C:12]([C:13]3[CH:18]=[CH:17][CH:16]=[CH:15][CH:14]=3)=[C:11]([C:19]3[CH:24]=[CH:23][C:22]([CH2:25][CH2:26][CH2:27][CH2:28][CH2:29][CH2:30][CH2:31][CH2:32][CH2:33][CH2:34][CH2:35][CH3:36])=[CH:21][CH:20]=3)[C:10](=[O:37])[C:9]=2[C:38]2[CH:43]=[CH:42][C:41]([CH2:44][CH2:45][CH2:46][CH2:47][CH2:48][CH2:49][CH2:50][CH2:51][CH2:52][CH2:53][CH2:54][CH3:55])=[CH:40][CH:39]=2)[CH:5]=[CH:6][CH:7]=1.[CH3:56][Si:57]([C:60]#[CH:61])([CH3:59])[CH3:58]. The catalyst is C(N(CC)CC)C.[Cu]I.C1(P([Pd-4](P(C2C=CC=CC=2)(C2C=CC=CC=2)C2C=CC=CC=2)(P(C2C=CC=CC=2)(C2C=CC=CC=2)C2C=CC=CC=2)P(C2C=CC=CC=2)(C2C=CC=CC=2)C2C=CC=CC=2)(C2C=CC=CC=2)C2C=CC=CC=2)C=CC=CC=1. The product is [CH2:44]([C:41]1[CH:42]=[CH:43][C:38]([C:9]2[C:10](=[O:37])[C:11]([C:19]3[CH:20]=[CH:21][C:22]([CH2:25][CH2:26][CH2:27][CH2:28][CH2:29][CH2:30][CH2:31][CH2:32][CH2:33][CH2:34][CH2:35][CH3:36])=[CH:23][CH:24]=3)=[C:12]([C:13]3[CH:18]=[CH:17][CH:16]=[C:15]([C:61]#[C:60][Si:57]([CH3:59])([CH3:58])[CH3:56])[CH:14]=3)[C:8]=2[C:4]2[CH:3]=[CH:2][CH:7]=[CH:6][CH:5]=2)=[CH:39][CH:40]=1)[CH2:45][CH2:46][CH2:47][CH2:48][CH2:49][CH2:50][CH2:51][CH2:52][CH2:53][CH2:54][CH3:55]. The yield is 0.690. (6) The product is [C:17]([C:12]1[CH:13]=[C:14]2[C:9](=[C:10]([F:21])[CH:11]=1)[C:8](=[O:22])[N:7]([CH2:6][C:5]1[CH:23]=[CH:24][C:2]([C:33]3[CH:32]=[CH:31][N:30]=[C:29]([O:28][CH3:27])[CH:34]=3)=[CH:3][C:4]=1[CH2:25][OH:26])[N:16]=[CH:15]2)([CH3:19])([CH3:20])[CH3:18]. The catalyst is O1CCOCC1.C1C=CC(/C=C/C(/C=C/C2C=CC=CC=2)=O)=CC=1.C1C=CC(/C=C/C(/C=C/C2C=CC=CC=2)=O)=CC=1.C1C=CC(/C=C/C(/C=C/C2C=CC=CC=2)=O)=CC=1.[Pd].[Pd].C1(P(C2CCCCC2)C2CCCCC2)CCCCC1. The yield is 0.840. The reactants are Br[C:2]1[CH:24]=[CH:23][C:5]([CH2:6][N:7]2[N:16]=[CH:15][C:14]3[C:9](=[C:10]([F:21])[CH:11]=[C:12]([C:17]([CH3:20])([CH3:19])[CH3:18])[CH:13]=3)[C:8]2=[O:22])=[C:4]([CH2:25][OH:26])[CH:3]=1.[CH3:27][O:28][C:29]1[CH:34]=[C:33](B(O)O)[CH:32]=[CH:31][N:30]=1.C([O-])([O-])=O.[K+].[K+]. (7) The reactants are [F:1][C:2]1[CH:3]=[N:4][CH:5]=[C:6]([F:28])[C:7]=1[C:8]([NH:10][C:11]1[S:12][C:13]([C:16]2[C:26]([CH3:27])=[CH:25][C:19]3[O:20][C:21]([F:24])([F:23])[O:22][C:18]=3[CH:17]=2)=[CH:14][N:15]=1)=O.Cl.C(OCC)(=O)C. The catalyst is C1COCC1. The product is [F:24][C:21]1([F:23])[O:20][C:19]2[CH:25]=[C:26]([CH3:27])[C:16]([C:13]3[S:12][C:11]([NH:10][CH2:8][C:7]4[C:6]([F:28])=[CH:5][N:4]=[CH:3][C:2]=4[F:1])=[N:15][CH:14]=3)=[CH:17][C:18]=2[O:22]1. The yield is 0.512.